From a dataset of Full USPTO retrosynthesis dataset with 1.9M reactions from patents (1976-2016). Predict the reactants needed to synthesize the given product. Given the product [CH2:1]([O:3][C:4](=[O:14])[CH:5]([C:6](=[O:13])[C:7]1[CH:8]=[CH:9][CH:10]=[CH:11][CH:12]=1)[CH2:22][C:23](=[O:24])[CH2:25][CH2:18][C:17]1[CH:20]=[CH:31][CH:27]=[CH:28][CH:19]=1)[CH3:2], predict the reactants needed to synthesize it. The reactants are: [CH2:1]([O:3][C:4](=[O:14])[CH2:5][C:6](=[O:13])[C:7]1[CH:12]=[CH:11][CH:10]=[CH:9][CH:8]=1)[CH3:2].O([C:17]([CH3:20])([CH3:19])[CH3:18])[K].Br[CH2:22][C:23]([CH2:25]Br)=[O:24].[CH2:27]1[CH2:31]OC[CH2:28]1.